From a dataset of Reaction yield outcomes from USPTO patents with 853,638 reactions. Predict the reaction yield, written as a fraction of the theoretical maximum amount of product (1.0 means a 100% yield; for example, 0.34 means a 34% yield). The reactants are [OH:1][C:2]1[CH:9]=[CH:8][C:5]([C:6]#[N:7])=[CH:4][C:3]=1[CH2:10][CH2:11][CH3:12].Br[CH2:14][CH2:15][CH2:16][O:17][C:18]1[CH:19]=[C:20]2[C:24](=[CH:25][CH:26]=1)[N:23]([CH2:27][C:28]([O:30][CH3:31])=[O:29])[CH:22]=[CH:21]2.C(=O)([O-])[O-].[Cs+].[Cs+]. The catalyst is CN(C=O)C. The product is [C:6]([C:5]1[CH:8]=[CH:9][C:2]([O:1][CH2:14][CH2:15][CH2:16][O:17][C:18]2[CH:19]=[C:20]3[C:24](=[CH:25][CH:26]=2)[N:23]([CH2:27][C:28]([O:30][CH3:31])=[O:29])[CH:22]=[CH:21]3)=[C:3]([CH2:10][CH2:11][CH3:12])[CH:4]=1)#[N:7]. The yield is 0.230.